From a dataset of Catalyst prediction with 721,799 reactions and 888 catalyst types from USPTO. Predict which catalyst facilitates the given reaction. (1) Reactant: CC(C[AlH]CC(C)C)C.[Cl:10][C:11]1[N:16]=[C:15]([CH:17]2[CH2:19][CH2:18]2)[C:14]([C:20]([F:23])([F:22])[F:21])=[C:13]([C:24](OC)=[O:25])[CH:12]=1. Product: [Cl:10][C:11]1[N:16]=[C:15]([CH:17]2[CH2:18][CH2:19]2)[C:14]([C:20]([F:21])([F:22])[F:23])=[C:13]([CH:24]=[O:25])[CH:12]=1. The catalyst class is: 4. (2) Reactant: [CH3:1][O:2][C:3]1[CH:8]=[CH:7][C:6]([C:9]2[C:18]([C:19]3[CH:24]=[CH:23][C:22]([O:25][CH3:26])=[CH:21][CH:20]=3)=[N:17][C:16]3[C:11](=[CH:12][CH:13]=[C:14](/[CH:27]=[CH:28]/[C:29]([O:31]C)=[O:30])[CH:15]=3)[N:10]=2)=[CH:5][CH:4]=1.[OH-].[Na+]. Product: [CH3:1][O:2][C:3]1[CH:8]=[CH:7][C:6]([C:9]2[C:18]([C:19]3[CH:24]=[CH:23][C:22]([O:25][CH3:26])=[CH:21][CH:20]=3)=[N:17][C:16]3[C:11](=[CH:12][CH:13]=[C:14](/[CH:27]=[CH:28]/[C:29]([OH:31])=[O:30])[CH:15]=3)[N:10]=2)=[CH:5][CH:4]=1. The catalyst class is: 24. (3) Reactant: [C:1]1([C:7]2[O:11][CH:10]=[N:9][C:8]=2[C:12]([OH:14])=O)[CH:6]=[CH:5][CH:4]=[CH:3][CH:2]=1.[NH:15]1[CH2:25][CH2:24][CH:18]([C:19]([O:21][CH2:22][CH3:23])=[O:20])[CH2:17][CH2:16]1.F[B-](F)(F)F.N1(OC(N(C)C)=[N+](C)C)C2C=CC=CC=2N=N1.C(N(C(C)C)CC)(C)C. Product: [C:1]1([C:7]2[O:11][CH:10]=[N:9][C:8]=2[C:12]([N:15]2[CH2:25][CH2:24][CH:18]([C:19]([O:21][CH2:22][CH3:23])=[O:20])[CH2:17][CH2:16]2)=[O:14])[CH:2]=[CH:3][CH:4]=[CH:5][CH:6]=1. The catalyst class is: 9. (4) Reactant: C(OC([N:8]1[CH2:13][CH2:12][CH:11]([C:14]2[CH:36]=[CH:35][C:17]3[C:18]4[N:22]([CH2:23][CH2:24][O:25][C:16]=3[CH:15]=2)[CH:21]=[C:20]([C:26]2[N:27]([CH:32]([CH3:34])[CH3:33])[N:28]=[C:29]([CH3:31])[N:30]=2)[N:19]=4)[CH2:10][CH2:9]1)=O)(C)(C)C.[ClH:37]. Product: [ClH:37].[CH:32]([N:27]1[C:26]([C:20]2[N:19]=[C:18]3[N:22]([CH2:23][CH2:24][O:25][C:16]4[CH:15]=[C:14]([CH:11]5[CH2:12][CH2:13][NH:8][CH2:9][CH2:10]5)[CH:36]=[CH:35][C:17]=43)[CH:21]=2)=[N:30][C:29]([CH3:31])=[N:28]1)([CH3:34])[CH3:33]. The catalyst class is: 169. (5) Reactant: FC(F)(F)C(O)=O.[C:8]([C:10]1[CH:15]=[CH:14][C:13]([CH:16]([N:23]([C:38]2[CH:39]=[N:40][CH:41]=[CH:42][CH:43]=2)[C:24]2[N:29]=[C:28]([NH:30]C(=O)OC(C)(C)C)[CH:27]=[CH:26][CH:25]=2)[C:17]2[CH:18]=[N:19][CH:20]=[CH:21][CH:22]=2)=[CH:12][CH:11]=1)#[N:9]. Product: [NH2:30][C:28]1[N:29]=[C:24]([N:23]([CH:16]([C:17]2[CH:18]=[N:19][CH:20]=[CH:21][CH:22]=2)[C:13]2[CH:14]=[CH:15][C:10]([C:8]#[N:9])=[CH:11][CH:12]=2)[C:38]2[CH:39]=[N:40][CH:41]=[CH:42][CH:43]=2)[CH:25]=[CH:26][CH:27]=1. The catalyst class is: 2.